From a dataset of Forward reaction prediction with 1.9M reactions from USPTO patents (1976-2016). Predict the product of the given reaction. (1) Given the reactants [C:1]1([NH:7][C:8]([NH:10][C@@H:11]2[CH2:16][CH2:15][CH2:14][CH2:13][C@H:12]2[NH:17][CH:18]2[CH2:23][CH2:22][CH2:21][NH:20][CH2:19]2)=[O:9])[CH:6]=[CH:5][CH:4]=[CH:3][CH:2]=1.Cl[C:25]1[CH:30]=[CH:29][N:28]=[C:27]([C:31]#[N:32])[CH:26]=1, predict the reaction product. The product is: [C:31]([C:27]1[CH:26]=[C:25]([N:20]2[CH2:21][CH2:22][CH2:23][C@H:18]([NH:17][C@@H:12]3[CH2:13][CH2:14][CH2:15][CH2:16][C@H:11]3[NH:10][C:8]([NH:7][C:1]3[CH:2]=[CH:3][CH:4]=[CH:5][CH:6]=3)=[O:9])[CH2:19]2)[CH:30]=[CH:29][N:28]=1)#[N:32]. (2) Given the reactants [C:1]([C:3]1[CH:11]=[CH:10][C:6]([C:7](Cl)=[O:8])=[CH:5][CH:4]=1)#[N:2].[Br:12][C:13]1[CH:14]=[C:15]([CH:20]=[CH:21][C:22]=1[O:23][CH:24]([CH3:26])[CH3:25])/[C:16](=[N:18]/O)/[NH2:17], predict the reaction product. The product is: [Br:12][C:13]1[CH:14]=[C:15]([C:16]2[N:18]=[C:7]([C:6]3[CH:10]=[CH:11][C:3]([C:1]#[N:2])=[CH:4][CH:5]=3)[O:8][N:17]=2)[CH:20]=[CH:21][C:22]=1[O:23][CH:24]([CH3:26])[CH3:25].